Dataset: Forward reaction prediction with 1.9M reactions from USPTO patents (1976-2016). Task: Predict the product of the given reaction. Given the reactants Br[CH2:2][C:3]1[CH:4]=[C:5]([C:13]([O:15][CH3:16])=[O:14])[C:6](=[CH:11][CH:12]=1)[C:7]([O:9][CH3:10])=[O:8].[P:17]([O:24]CC)([O:21][CH2:22][CH3:23])[O:18][CH2:19][CH3:20], predict the reaction product. The product is: [CH2:19]([O:18][P:17]([CH2:2][C:3]1[CH:4]=[C:5]([C:13]([O:15][CH3:16])=[O:14])[C:6](=[CH:11][CH:12]=1)[C:7]([O:9][CH3:10])=[O:8])([O:21][CH2:22][CH3:23])=[O:24])[CH3:20].